From a dataset of Forward reaction prediction with 1.9M reactions from USPTO patents (1976-2016). Predict the product of the given reaction. (1) The product is: [CH3:14][O:15][C:16]([C:18]1[C:19]2([C:20]([O:22][CH3:23])=[O:21])[N:54]([CH2:53][CH2:52][C:51]3[C:55]4[C:48](=[CH:47][CH:46]=[C:45]([O:44][CH3:43])[CH:56]=4)[NH:49][C:50]=32)[CH:4]=[C:3]([C:12](=[O:13])[C:11]2[CH:10]=[CH:9][CH:8]=[CH:7][C:6]=2[OH:5])[CH:1]=1)=[O:17]. Given the reactants [CH:1]([C:3]1[C:12](=[O:13])[C:11]2[C:6](=[CH:7][CH:8]=[CH:9][CH:10]=2)[O:5][CH:4]=1)=O.[CH3:14][O:15][C:16]([C:18]#[C:19][C:20]([O:22][CH3:23])=[O:21])=[O:17].C1(P(C2C=CC=CC=2)C2C=CC=CC=2)C=CC=CC=1.[CH3:43][O:44][C:45]1[CH:56]=[C:55]2[C:48]([NH:49][CH:50]=[C:51]2[CH2:52][CH2:53][NH2:54])=[CH:47][CH:46]=1, predict the reaction product. (2) Given the reactants [Cl:1][C:2]1[N:11]=[CH:10][C:9]2[N:8]([CH:12]3[CH2:17][CH2:16][S:15][CH2:14][CH2:13]3)[C:7](=[O:18])[CH:6]3[CH2:19][O:20][CH2:21][CH2:22][N:5]3[C:4]=2[N:3]=1.IC.[CH3:25]C([O-])(C)C.[Na+], predict the reaction product. The product is: [Cl:1][C:2]1[N:11]=[CH:10][C:9]2[N:8]([CH:12]3[CH2:13][CH2:14][S:15][CH2:16][CH2:17]3)[C:7](=[O:18])[C:6]3([CH3:25])[CH2:19][O:20][CH2:21][CH2:22][N:5]3[C:4]=2[N:3]=1. (3) Given the reactants [Br:1][C:2]1[CH:7]=[CH:6][C:5](I)=[CH:4][C:3]=1[O:9][CH3:10].[C:11]([OH:15])(=[O:14])[CH:12]=[CH2:13].CCN(CC)CC.Cl, predict the reaction product. The product is: [Br:1][C:2]1[CH:7]=[CH:6][C:5](/[CH:13]=[CH:12]/[C:11]([OH:15])=[O:14])=[CH:4][C:3]=1[O:9][CH3:10].